Dataset: NCI-60 drug combinations with 297,098 pairs across 59 cell lines. Task: Regression. Given two drug SMILES strings and cell line genomic features, predict the synergy score measuring deviation from expected non-interaction effect. (1) Drug 1: CC12CCC3C(C1CCC2=O)CC(=C)C4=CC(=O)C=CC34C. Drug 2: CN(C)C1=NC(=NC(=N1)N(C)C)N(C)C. Cell line: U251. Synergy scores: CSS=29.4, Synergy_ZIP=0.596, Synergy_Bliss=1.47, Synergy_Loewe=-39.1, Synergy_HSA=-0.249. (2) Drug 1: CC12CCC3C(C1CCC2=O)CC(=C)C4=CC(=O)C=CC34C. Drug 2: C1=NNC2=C1C(=O)NC=N2. Cell line: EKVX. Synergy scores: CSS=35.2, Synergy_ZIP=-1.71, Synergy_Bliss=0.458, Synergy_Loewe=-15.6, Synergy_HSA=2.21. (3) Drug 1: COC1=CC(=CC(=C1O)OC)C2C3C(COC3=O)C(C4=CC5=C(C=C24)OCO5)OC6C(C(C7C(O6)COC(O7)C8=CC=CS8)O)O. Drug 2: C(=O)(N)NO. Cell line: MALME-3M. Synergy scores: CSS=26.7, Synergy_ZIP=-4.70, Synergy_Bliss=3.09, Synergy_Loewe=-28.7, Synergy_HSA=3.35. (4) Drug 1: CC(CN1CC(=O)NC(=O)C1)N2CC(=O)NC(=O)C2. Drug 2: CN(CC1=CN=C2C(=N1)C(=NC(=N2)N)N)C3=CC=C(C=C3)C(=O)NC(CCC(=O)O)C(=O)O. Cell line: ACHN. Synergy scores: CSS=61.0, Synergy_ZIP=-0.457, Synergy_Bliss=-0.804, Synergy_Loewe=2.21, Synergy_HSA=4.43. (5) Drug 1: CC1=C(C(=CC=C1)Cl)NC(=O)C2=CN=C(S2)NC3=CC(=NC(=N3)C)N4CCN(CC4)CCO. Drug 2: CS(=O)(=O)CCNCC1=CC=C(O1)C2=CC3=C(C=C2)N=CN=C3NC4=CC(=C(C=C4)OCC5=CC(=CC=C5)F)Cl. Cell line: MDA-MB-435. Synergy scores: CSS=-7.03, Synergy_ZIP=4.09, Synergy_Bliss=2.60, Synergy_Loewe=-6.19, Synergy_HSA=-5.58. (6) Drug 2: CN(C)N=NC1=C(NC=N1)C(=O)N. Drug 1: CN1CCC(CC1)COC2=C(C=C3C(=C2)N=CN=C3NC4=C(C=C(C=C4)Br)F)OC. Synergy scores: CSS=5.51, Synergy_ZIP=3.33, Synergy_Bliss=0.882, Synergy_Loewe=-3.03, Synergy_HSA=0.447. Cell line: T-47D.